This data is from Full USPTO retrosynthesis dataset with 1.9M reactions from patents (1976-2016). The task is: Predict the reactants needed to synthesize the given product. (1) Given the product [Br:19][C:12]1[NH:11][C:10]2[C:9](=[O:15])[N:8]3[N:16]=[CH:17][N:18]=[C:7]3[N:6]([CH2:1][CH2:2][CH2:3][CH2:4][CH3:5])[C:14]=2[N:13]=1, predict the reactants needed to synthesize it. The reactants are: [CH2:1]([N:6]1[C:14]2[N:13]=[CH:12][NH:11][C:10]=2[C:9](=[O:15])[N:8]2[N:16]=[CH:17][N:18]=[C:7]12)[CH2:2][CH2:3][CH2:4][CH3:5].[Br:19]N1C(=O)CCC1=O. (2) Given the product [OH:1][C:2]1[CH:3]=[C:4]([CH2:10][C:11]([O:13][CH3:19])=[O:12])[CH:5]=[CH:6][C:7]=1[O:8][CH3:9], predict the reactants needed to synthesize it. The reactants are: [OH:1][C:2]1[CH:3]=[C:4]([CH2:10][C:11]([OH:13])=[O:12])[CH:5]=[CH:6][C:7]=1[O:8][CH3:9].S(=O)(=O)(O)O.[CH3:19]O. (3) Given the product [CH3:30][C:31]1([CH3:35])[CH2:33][CH:32]1[NH:34][C:25](=[O:27])[C:24]1[CH:28]=[CH:29][C:21]([C:18]2[N:8]3[CH:9]=[C:10]([C:12]4[CH:13]=[CH:14][CH:15]=[CH:16][CH:17]=4)[N:11]=[C:6]([NH:5][CH2:1][CH:2]([CH3:3])[CH3:4])[C:7]3=[N:20][CH:19]=2)=[CH:22][CH:23]=1, predict the reactants needed to synthesize it. The reactants are: [CH2:1]([NH:5][C:6]1[C:7]2[N:8]([C:18]([C:21]3[CH:29]=[CH:28][C:24]([C:25]([OH:27])=O)=[CH:23][CH:22]=3)=[CH:19][N:20]=2)[CH:9]=[C:10]([C:12]2[CH:17]=[CH:16][CH:15]=[CH:14][CH:13]=2)[N:11]=1)[CH:2]([CH3:4])[CH3:3].[CH3:30][C:31]1([CH3:35])[CH2:33][CH:32]1[NH2:34].CN(C(ON1N=NC2C=CC=NC1=2)=[N+](C)C)C.F[P-](F)(F)(F)(F)F.CN1CCOCC1. (4) Given the product [CH2:13]([S:12][C:8]([O:9][CH2:10][O:5][C:1](=[O:6])[CH:2]([CH3:4])[CH3:3])=[O:15])[CH3:14], predict the reactants needed to synthesize it. The reactants are: [C:1]([OH:6])(=[O:5])[CH:2]([CH3:4])[CH3:3].O.[C:8](=[O:15])([S:12][CH2:13][CH3:14])[O:9][CH2:10]I. (5) Given the product [NH2:7][C:8]1[CH:9]=[CH:10][C:11]([C:24]2[N:32]=[C:31]3[C:27]([N:28]=[CH:29][N:30]3[CH:33]3[CH2:34][CH2:35][N:36]([C:39]([O:41][C:42]([CH3:45])([CH3:44])[CH3:43])=[O:40])[CH2:37][CH2:38]3)=[C:26]([C:46]3[CH2:47][CH2:48][O:49][CH2:50][CH:51]=3)[N:25]=2)=[CH:12][CH:13]=1, predict the reactants needed to synthesize it. The reactants are: C([O-])([O-])=O.[Na+].[Na+].[NH2:7][C:8]1[CH:13]=[CH:12][C:11](B2OC(C)(C)C(C)(C)O2)=[CH:10][CH:9]=1.Cl[C:24]1[N:32]=[C:31]2[C:27]([N:28]=[CH:29][N:30]2[CH:33]2[CH2:38][CH2:37][N:36]([C:39]([O:41][C:42]([CH3:45])([CH3:44])[CH3:43])=[O:40])[CH2:35][CH2:34]2)=[C:26]([C:46]2[CH2:47][CH2:48][O:49][CH2:50][CH:51]=2)[N:25]=1. (6) Given the product [C:21]([C:25]1[CH:29]=[C:28]([C:30]([NH:16][CH:14]([CH3:15])[CH2:13][C:11]2[O:12][C:8]([C:5]3[CH:6]=[CH:7][C:2]([Cl:1])=[C:3]([C:17]([F:20])([F:18])[F:19])[CH:4]=3)=[CH:9][CH:10]=2)=[O:31])[NH:27][N:26]=1)([CH3:24])([CH3:22])[CH3:23], predict the reactants needed to synthesize it. The reactants are: [Cl:1][C:2]1[CH:7]=[CH:6][C:5]([C:8]2[O:12][C:11]([CH2:13][CH:14]([NH2:16])[CH3:15])=[CH:10][CH:9]=2)=[CH:4][C:3]=1[C:17]([F:20])([F:19])[F:18].[C:21]([C:25]1[CH:29]=[C:28]([C:30](O)=[O:31])[NH:27][N:26]=1)([CH3:24])([CH3:23])[CH3:22].C1C=CC2N(O)N=NC=2C=1.CCN(C(C)C)C(C)C.CCN=C=NCCCN(C)C.